Dataset: Catalyst prediction with 721,799 reactions and 888 catalyst types from USPTO. Task: Predict which catalyst facilitates the given reaction. (1) Reactant: [Cl:1][C:2]1[CH:7]=[CH:6][C:5]([CH:8]2[CH2:12][C:11](=O)[C:10]([CH3:15])([CH3:14])[CH2:9]2)=[CH:4][CH:3]=1.C(OC([N:25]([CH3:27])C)N(C)C)(C)(C)C.O.[NH2:29]N. Product: [Cl:1][C:2]1[CH:7]=[CH:6][C:5]([CH:8]2[C:12]3[CH:27]=[N:25][NH:29][C:11]=3[C:10]([CH3:15])([CH3:14])[CH2:9]2)=[CH:4][CH:3]=1. The catalyst class is: 32. (2) Reactant: [CH3:1][C:2]1[O:6][N:5]=[C:4]([C:7]2[CH:12]=[CH:11][CH:10]=[C:9]([C:13]([F:16])([F:15])[F:14])[CH:8]=2)[C:3]=1[C:17]([OH:19])=O.Cl.C(N=C=NCCCN(C)C)C.[Cl:32][C:33]1[CH:34]=[C:35]([N:40]2[CH2:45][CH2:44][NH:43][CH2:42][CH2:41]2)[CH:36]=[CH:37][C:38]=1[Cl:39]. Product: [Cl:32][C:33]1[CH:34]=[C:35]([N:40]2[CH2:45][CH2:44][N:43]([C:17]([C:3]3[C:4]([C:7]4[CH:12]=[CH:11][CH:10]=[C:9]([C:13]([F:14])([F:15])[F:16])[CH:8]=4)=[N:5][O:6][C:2]=3[CH3:1])=[O:19])[CH2:42][CH2:41]2)[CH:36]=[CH:37][C:38]=1[Cl:39]. The catalyst class is: 4. (3) Reactant: [Cl:1][C:2]1[CH:3]=[C:4]([S:8](Cl)(=[O:10])=[O:9])[CH:5]=[CH:6][CH:7]=1.C([N:14](CC)CC)C.[NH2:19][C@@H:20]1[CH2:24][CH2:23][N:22]([C:25](OC(C)(C)C)=O)[CH2:21]1.CCN(C(C)C)C(C)C.BrC#N. Product: [Cl:1][C:2]1[CH:3]=[C:4]([S:8]([NH:19][C@@H:20]2[CH2:24][CH2:23][N:22]([C:25]#[N:14])[CH2:21]2)(=[O:10])=[O:9])[CH:5]=[CH:6][CH:7]=1. The catalyst class is: 34.